This data is from Forward reaction prediction with 1.9M reactions from USPTO patents (1976-2016). The task is: Predict the product of the given reaction. Given the reactants Br[C:2]1[N:3]=[C:4]([CH2:7][CH3:8])[NH:5][CH:6]=1.[F:9][C:10]1[CH:15]=[CH:14][C:13](B(O)O)=[CH:12][C:11]=1[CH3:19].C([O-])([O-])=O.[Na+].[Na+], predict the reaction product. The product is: [CH2:7]([C:4]1[NH:5][CH:6]=[C:2]([C:13]2[CH:14]=[CH:15][C:10]([F:9])=[C:11]([CH3:19])[CH:12]=2)[N:3]=1)[CH3:8].